This data is from Reaction yield outcomes from USPTO patents with 853,638 reactions. The task is: Predict the reaction yield, written as a fraction of the theoretical maximum amount of product (1.0 means a 100% yield; for example, 0.34 means a 34% yield). (1) The reactants are Cl.[NH:2]1[CH2:8][CH2:7][CH2:6][C:5](=[O:9])[CH2:4][CH2:3]1.[CH3:10][C:11]([O:14][C:15](O[C:15]([O:14][C:11]([CH3:13])([CH3:12])[CH3:10])=[O:16])=[O:16])([CH3:13])[CH3:12]. The catalyst is C(Cl)Cl. The product is [O:9]=[C:5]1[CH2:6][CH2:7][CH2:8][N:2]([C:15]([O:14][C:11]([CH3:13])([CH3:12])[CH3:10])=[O:16])[CH2:3][CH2:4]1. The yield is 0.790. (2) The reactants are Cl[CH2:2][C:3]1[N:4]=[C:5]([NH2:8])[S:6][CH:7]=1.[CH3:9][O:10][C:11](=[O:15])[CH2:12][CH2:13][SH:14]. No catalyst specified. The product is [CH3:9][O:10][C:11](=[O:15])[CH2:12][CH2:13][S:14][CH2:2][C:3]1[N:4]=[C:5]([NH2:8])[S:6][CH:7]=1. The yield is 0.600. (3) The reactants are Br[C:2]1[CH:3]=[N+:4]([O-:11])[CH:5]=[CH:6][C:7]=1[N+:8]([O-:10])=[O:9].[NH:12]1[CH2:17][CH2:16][CH2:15][CH2:14][CH2:13]1. The catalyst is C(O)C. The product is [N+:8]([C:7]1[CH:6]=[CH:5][N+:4]([O-:11])=[CH:3][C:2]=1[N:12]1[CH2:17][CH2:16][CH2:15][CH2:14][CH2:13]1)([O-:10])=[O:9]. The yield is 0.920. (4) The reactants are [CH2:1]([C:13]1[CH:14]=[C:15]([C:18]2[C:23]3=[N:24][S:25][N:26]=[C:22]3[C:21](Br)=[C:20]([Cl:28])[C:19]=2[Cl:29])[S:16][CH:17]=1)[CH2:2][CH2:3][CH2:4][CH2:5][CH2:6][CH2:7][CH2:8][CH2:9][CH2:10][CH2:11][CH3:12].[CH2:30]([C:42]1[CH:43]=[C:44]([Sn](C)(C)C)[S:45][CH:46]=1)[CH2:31][CH2:32][CH2:33][CH2:34][CH2:35][CH2:36][CH2:37][CH2:38][CH2:39][CH2:40][CH3:41]. The catalyst is Cl[Pd](Cl)([P](C1C=CC=CC=1)(C1C=CC=CC=1)C1C=CC=CC=1)[P](C1C=CC=CC=1)(C1C=CC=CC=1)C1C=CC=CC=1.ClC1C=CC=CC=1. The product is [CH2:1]([C:13]1[CH:14]=[C:15]([C:18]2[C:23]3=[N:24][S:25][N:26]=[C:22]3[C:21]([C:44]3[S:45][CH:46]=[C:42]([CH2:30][CH2:31][CH2:32][CH2:33][CH2:34][CH2:35][CH2:36][CH2:37][CH2:38][CH2:39][CH2:40][CH3:41])[CH:43]=3)=[C:20]([Cl:28])[C:19]=2[Cl:29])[S:16][CH:17]=1)[CH2:2][CH2:3][CH2:4][CH2:5][CH2:6][CH2:7][CH2:8][CH2:9][CH2:10][CH2:11][CH3:12]. The yield is 0.928.